This data is from Full USPTO retrosynthesis dataset with 1.9M reactions from patents (1976-2016). The task is: Predict the reactants needed to synthesize the given product. (1) Given the product [CH:6]([C:5]1[CH:8]=[CH:9][C:2]([C:11]#[N:12])=[N:3][CH:4]=1)=[O:7], predict the reactants needed to synthesize it. The reactants are: Br[C:2]1[CH:9]=[CH:8][C:5]([CH:6]=[O:7])=[CH:4][N:3]=1.[Cu][C:11]#[N:12]. (2) Given the product [CH2:7]([O:15][C:16]1[CH:17]=[C:18]([CH:21]=[CH:22][C:23]=1[O:24][CH2:25][CH2:26][CH2:27][O:28][CH3:29])[CH:19]=[O:20])[C:8]1[CH:13]=[CH:12][CH:11]=[CH:10][CH:9]=1, predict the reactants needed to synthesize it. The reactants are: C(=O)([O-])[O-].[K+].[K+].[CH2:7](Cl)[C:8]1[CH:13]=[CH:12][CH:11]=[CH:10][CH:9]=1.[OH:15][C:16]1[CH:17]=[C:18]([CH:21]=[CH:22][C:23]=1[O:24][CH2:25][CH2:26][CH2:27][O:28][CH3:29])[CH:19]=[O:20]. (3) Given the product [Br:22][CH2:1][C:2]1[CH:3]=[C:4]([CH:7]=[CH:8][C:9]=1[O:10][C:11]([CH3:14])([CH3:13])[CH3:12])[C:5]#[N:6], predict the reactants needed to synthesize it. The reactants are: [CH3:1][C:2]1[CH:3]=[C:4]([CH:7]=[CH:8][C:9]=1[O:10][C:11]([CH3:14])([CH3:13])[CH3:12])[C:5]#[N:6].C1C(=O)N([Br:22])C(=O)C1. (4) The reactants are: Cl[C:2]1[N:7]=[C:6]([CH:8]([C:14](OCC)=O)C(OCC)=O)C=NC=1.C[C:20]([OH:22])=[O:21].C1C=C(Cl)[CH:26]=[C:25]([C:30](OO)=O)[CH:24]=1.C1COCC1.[O-]S([O-])=O.[Na+].[Na+].[Cl:45][C:46]1[CH:51]=[C:50]([C:52]2[CH:57]=[N:56][CH:55]=[C:54]([CH3:58])[N:53]=2)[CH:49]=[CH:48][C:47]=1[C:59]1[C:71](=[O:72])[N:70](C2CCN(C(OC(C)(C)C)=O)C2)[C:62]2[N:63]=[C:64]([NH:67][CH2:68][CH3:69])[N:65]=[CH:66][C:61]=2[CH:60]=1. Given the product [Cl:45][C:46]1[CH:51]=[C:50]([C:52]2[CH:57]=[N:56][CH:55]=[C:54]([CH3:58])[N:53]=2)[CH:49]=[CH:48][C:47]=1[C:59]1[C:71]([O:72][CH:14]2[CH2:8][CH2:6][N:7]([C:20]([O:22][C:25]([CH3:30])([CH3:26])[CH3:24])=[O:21])[CH2:2]2)=[N:70][C:62]2[N:63]=[C:64]([NH:67][CH2:68][CH3:69])[N:65]=[CH:66][C:61]=2[CH:60]=1, predict the reactants needed to synthesize it.